Task: Predict which catalyst facilitates the given reaction.. Dataset: Catalyst prediction with 721,799 reactions and 888 catalyst types from USPTO (1) Reactant: [CH3:1][C:2]([O:5][C:6](=[O:19])[NH:7][CH2:8][CH2:9][CH2:10][C@@H:11]([OH:18])[C:12]1[N:13]([CH3:17])[CH:14]=[CH:15][N:16]=1)([CH3:4])[CH3:3].[H-].[Na+].[Cl:22][C:23]1[C:30]([F:31])=[CH:29][C:26]([C:27]#[N:28])=[C:25](F)[CH:24]=1.O. Product: [Cl:22][C:23]1[C:30]([F:31])=[CH:29][C:26]([C:27]#[N:28])=[C:25]([CH:24]=1)[O:18][C@@H:11]([C:12]1[N:13]([CH3:17])[CH:14]=[CH:15][N:16]=1)[CH2:10][CH2:9][CH2:8][NH:7][C:6](=[O:19])[O:5][C:2]([CH3:1])([CH3:3])[CH3:4]. The catalyst class is: 9. (2) Reactant: [BH4-].[Na+].[CH:3]([CH2:5][CH2:6][C:7]([CH2:12][C:13]1[CH:18]=[CH:17][C:16]([C:19]([F:22])([F:21])[F:20])=[CH:15][CH:14]=1)([C:10]#[N:11])[C:8]#[N:9])=[O:4].O. Product: [OH:4][CH2:3][CH2:5][CH2:6][C:7]([CH2:12][C:13]1[CH:14]=[CH:15][C:16]([C:19]([F:20])([F:21])[F:22])=[CH:17][CH:18]=1)([C:10]#[N:11])[C:8]#[N:9]. The catalyst class is: 8. (3) Product: [C:1]([C:5]1[CH:6]=[C:7]([C:21]2[S:25][C:24]([C:26]3[O:30][C:29]([CH2:31][C:32]([CH3:38])([CH3:37])[C:33]([OH:35])=[O:34])=[N:28][N:27]=3)=[N:23][C:22]=2[C:39]([N:41]2[CH2:46][CH2:45][CH:44]([F:47])[CH2:43][CH2:42]2)=[O:40])[CH:8]=[C:9]([C:11]([OH:20])([C:16]([F:17])([F:18])[F:19])[C:12]([F:13])([F:14])[F:15])[CH:10]=1)([CH3:2])([CH3:3])[CH3:4]. The catalyst class is: 20. Reactant: [C:1]([C:5]1[CH:6]=[C:7]([C:21]2[S:25][C:24]([C:26]3[O:30][C:29]([CH2:31][C:32]([CH3:38])([CH3:37])[C:33]([O:35]C)=[O:34])=[N:28][N:27]=3)=[N:23][C:22]=2[C:39]([N:41]2[CH2:46][CH2:45][CH:44]([F:47])[CH2:43][CH2:42]2)=[O:40])[CH:8]=[C:9]([C:11]([OH:20])([C:16]([F:19])([F:18])[F:17])[C:12]([F:15])([F:14])[F:13])[CH:10]=1)([CH3:4])([CH3:3])[CH3:2].[Li+].[OH-].